Predict the product of the given reaction. From a dataset of Forward reaction prediction with 1.9M reactions from USPTO patents (1976-2016). Given the reactants C1(C)C=CC=CC=1.C([Li])CCC.Br[C:14]1[CH:15]=[N:16][CH:17]=[CH:18][CH:19]=1.[O:20]1[CH2:25][CH2:24][C:23](=[O:26])[CH2:22][CH2:21]1, predict the reaction product. The product is: [OH:26][C:23]1([C:14]2[CH:15]=[N:16][CH:17]=[CH:18][CH:19]=2)[CH2:24][CH2:25][O:20][CH2:21][CH2:22]1.